Task: Regression. Given a peptide amino acid sequence and an MHC pseudo amino acid sequence, predict their binding affinity value. This is MHC class II binding data.. Dataset: Peptide-MHC class II binding affinity with 134,281 pairs from IEDB The peptide sequence is YDKFLMNVSTVLTGK. The MHC is DRB1_1302 with pseudo-sequence DRB1_1302. The binding affinity (normalized) is 0.794.